From a dataset of Full USPTO retrosynthesis dataset with 1.9M reactions from patents (1976-2016). Predict the reactants needed to synthesize the given product. (1) Given the product [C:1]([O:5][C:6](=[O:26])[NH:7][C@H:8]([C:19]1[C:24]([C:33]#[C:34][CH3:35])=[CH:23][CH:22]=[CH:21][N:20]=1)[C:9]1[CH:14]=[CH:13][C:12]([C:15]([F:18])([F:17])[F:16])=[CH:11][CH:10]=1)([CH3:4])([CH3:3])[CH3:2], predict the reactants needed to synthesize it. The reactants are: [C:1]([O:5][C:6](=[O:26])[NH:7][C@H:8]([C:19]1[C:24](Br)=[CH:23][CH:22]=[CH:21][N:20]=1)[C:9]1[CH:14]=[CH:13][C:12]([C:15]([F:18])([F:17])[F:16])=[CH:11][CH:10]=1)([CH3:4])([CH3:3])[CH3:2].O1CCOCC1.[CH2:33]([Sn](CCCC)(CCCC)C#CC)[CH2:34][CH2:35]C. (2) Given the product [Cl:1][C:2]1[CH:3]=[C:4]2[NH:19][C:18]([O:20][C@H:21]3[CH2:26][CH2:25][C@H:24]([C:27]([OH:29])=[O:28])[CH2:23][CH2:22]3)=[N:17][C:5]2=[N:6][C:7]=1[C:8]1[CH:13]=[CH:12][C:11]([O:43][C:39]2([CH3:38])[CH2:42][NH:41][CH2:40]2)=[C:10]([C:15]#[N:16])[CH:9]=1, predict the reactants needed to synthesize it. The reactants are: [Cl:1][C:2]1[CH:3]=[C:4]2[NH:19][C:18]([O:20][C@H:21]3[CH2:26][CH2:25][C@H:24]([C:27]([O:29]CC)=[O:28])[CH2:23][CH2:22]3)=[N:17][C:5]2=[N:6][C:7]=1[C:8]1[CH:13]=[CH:12][C:11](F)=[C:10]([C:15]#[N:16])[CH:9]=1.C(=O)([O-])[O-].[Cs+].[Cs+].[CH3:38][C:39]1([OH:43])[CH2:42][NH:41][CH2:40]1.[Li+].[OH-]. (3) Given the product [F:26][C:2]([F:1])([F:25])[C:3]1[C:4]2[N:5]([C:19]([C:22]3[O:23][N:40]=[C:29]([C:30]4[CH:31]=[CH:32][C:33]([S:36]([NH2:37])(=[O:38])=[O:39])=[CH:34][CH:35]=4)[N:28]=3)=[CH:20][N:21]=2)[CH:6]=[C:7]([C:9]2[CH:14]=[CH:13][C:12]([C:15]([F:17])([F:18])[F:16])=[CH:11][CH:10]=2)[CH:8]=1, predict the reactants needed to synthesize it. The reactants are: [F:1][C:2]([F:26])([F:25])[C:3]1[C:4]2[N:5]([C:19]([C:22](O)=[O:23])=[CH:20][N:21]=2)[CH:6]=[C:7]([C:9]2[CH:14]=[CH:13][C:12]([C:15]([F:18])([F:17])[F:16])=[CH:11][CH:10]=2)[CH:8]=1.O[NH:28][C:29](=[NH:40])[C:30]1[CH:35]=[CH:34][C:33]([S:36](=[O:39])(=[O:38])[NH2:37])=[CH:32][CH:31]=1. (4) Given the product [S:1]1(=[O:18])(=[O:12])[C:7]2[CH:8]=[CH:9][CH:10]=[CH:11][C:6]=2[CH2:5][CH2:4][CH2:3][CH2:2]1, predict the reactants needed to synthesize it. The reactants are: [S:1]1(=[O:12])[C:7]2[CH:8]=[CH:9][CH:10]=[CH:11][C:6]=2[CH2:5][CH2:4][CH2:3][CH2:2]1.ClC1C=C(C=CC=1)C(OO)=[O:18].[O-]S([O-])=O.[Na+].[Na+].C([O-])(O)=O.[Na+]. (5) Given the product [C:69]([O:68][C:66](=[O:67])[NH:31][C@H:23]([C@@H:24]1[CH2:28][C@@H:27]([CH3:26])[C:1](=[O:4])[O:3]1)[CH2:22][N:18]1[CH2:19][C:20](=[O:21])[N:15]([C:9]2[CH:10]=[C:11]([F:14])[CH:12]=[CH:13][C:8]=2[Cl:7])[CH2:16][C:17]1([CH3:44])[CH3:45])([CH3:70])([CH3:71])[CH3:72], predict the reactants needed to synthesize it. The reactants are: [C:1](=[O:4])([O-:3])[O-].[Cs+].[Cs+].[Cl:7][C:8]1[CH:13]=[CH:12][C:11]([F:14])=[CH:10][C:9]=1[N:15]1[C:20](=[O:21])[CH2:19][N:18]([CH2:22][C@H:23]([NH:31]S(C2C=CC=CC=2[N+]([O-])=O)(=O)=O)[C@@H:24]2[CH2:28][C@@H:27](C)[C:26](=O)O2)[C:17]([CH3:45])([CH3:44])[CH2:16]1.C1(S)C=CC=CC=1.C(=O)(O)[O-].[Na+].C(O[C:66]([O:68][C:69]([CH3:72])([CH3:71])[CH3:70])=[O:67])(OC(C)(C)C)=O.N[C@H]([C@@H]1C[C@@H](C)C(=O)O1)CN1C(C)(C)CN(C2C=C(F)C=CC=2Cl)C(=O)C1. (6) Given the product [Cl:18][C:19]1[C:20]([C:25]([CH3:30])([CH3:29])[C:26]([NH:17][C@H:14]2[CH2:15][CH2:16][C@H:11]([NH:10][C:7]3[CH:6]=[CH:5][C:4]([CH3:3])=[CH:9][N:8]=3)[CH2:12][CH2:13]2)=[O:27])=[N:21][CH:22]=[CH:23][N:24]=1, predict the reactants needed to synthesize it. The reactants are: Cl.Cl.[CH3:3][C:4]1[CH:5]=[CH:6][C:7]([NH:10][C@H:11]2[CH2:16][CH2:15][C@H:14]([NH2:17])[CH2:13][CH2:12]2)=[N:8][CH:9]=1.[Cl:18][C:19]1[C:20]([C:25]([CH3:30])([CH3:29])[C:26](O)=[O:27])=[N:21][CH:22]=[CH:23][N:24]=1.CN(C(ON1N=NC2C=CC=NC1=2)=[N+](C)C)C.F[P-](F)(F)(F)(F)F.C(N(CC)CC)C.